From a dataset of Reaction yield outcomes from USPTO patents with 853,638 reactions. Predict the reaction yield, written as a fraction of the theoretical maximum amount of product (1.0 means a 100% yield; for example, 0.34 means a 34% yield). (1) The reactants are Cl[CH2:2][CH2:3][CH2:4][N:5]1[CH2:11][CH2:10][C:9](=[O:12])[C:8]2[N:13]([CH3:16])[CH:14]=[CH:15][C:7]=2[S:6]1(=[O:18])=[O:17].Cl.[F:20][C:21]1[CH:34]=[CH:33][C:24]([C:25]([CH:27]2[CH2:32][CH2:31][NH:30][CH2:29][CH2:28]2)=[O:26])=[CH:23][CH:22]=1.C(=O)([O-])O.[Na+].[I-].[Na+]. The catalyst is C(#N)C. The product is [F:20][C:21]1[CH:22]=[CH:23][C:24]([C:25]([CH:27]2[CH2:32][CH2:31][N:30]([CH2:2][CH2:3][CH2:4][N:5]3[CH2:11][CH2:10][C:9](=[O:12])[C:8]4[N:13]([CH3:16])[CH:14]=[CH:15][C:7]=4[S:6]3(=[O:18])=[O:17])[CH2:29][CH2:28]2)=[O:26])=[CH:33][CH:34]=1. The yield is 0.740. (2) The reactants are FC1C(S)=CC=CC=1C(OCC)=O.C1C(=O)N(Cl)C(=O)C1.[Cl:22][C:23]1[C:31]([F:32])=[C:30]2[C:26]([C:27]([S:47][C:48]3[CH:53]=[CH:52][CH:51]=[C:50]([C:54]([O:56][CH2:57][CH3:58])=[O:55])[C:49]=3[F:59])=[C:28](C3CC3)[N:29]2C2C=NN(CCCC(O)=O)C=2)=[CH:25][CH:24]=1. The catalyst is C(Cl)Cl.O. The product is [Cl:22][C:23]1[C:31]([F:32])=[C:30]2[C:26]([C:27]([S:47][C:48]3[C:49]([F:59])=[C:50]([CH:51]=[CH:52][CH:53]=3)[C:54]([O:56][CH2:57][CH3:58])=[O:55])=[CH:28][NH:29]2)=[CH:25][CH:24]=1. The yield is 0.550. (3) The catalyst is C1COCC1. The product is [Cl:1][C:2]1[C:3]2[C:13]([F:14])=[CH:12][CH:11]=[CH:10][C:4]=2[S:5][C:6]=1[CH2:7][OH:8]. The yield is 0.960. The reactants are [Cl:1][C:2]1[C:3]2[C:13]([F:14])=[CH:12][CH:11]=[CH:10][C:4]=2[S:5][C:6]=1[C:7](Cl)=[O:8].[H-].[Al+3].[Li+].[H-].[H-].[H-].